Dataset: Full USPTO retrosynthesis dataset with 1.9M reactions from patents (1976-2016). Task: Predict the reactants needed to synthesize the given product. (1) Given the product [CH3:16][CH:15]1[CH2:14][NH:13][CH2:12][CH:11]([CH3:24])[N:10]1[C:7]1[CH:6]=[CH:5][C:4]([C:2]#[N:3])=[CH:9][N:8]=1, predict the reactants needed to synthesize it. The reactants are: Cl.[C:2]([C:4]1[CH:5]=[CH:6][C:7]([N:10]2[CH:15]([CH3:16])[CH2:14][N:13](C(OC(C)(C)C)=O)[CH2:12][CH:11]2[CH3:24])=[N:8][CH:9]=1)#[N:3]. (2) Given the product [CH3:11][C@H:12]1[CH2:17][O:16][CH2:15][CH2:14][N:13]1[C:18]1[CH:23]=[C:22]([C:24]([S:27]([C:30]2[CH:35]=[CH:34][CH:33]=[CH:32][N:31]=2)(=[O:28])=[O:29])([CH3:26])[CH3:25])[N:21]=[C:20]([C:36]2[CH:37]=[CH:38][C:39]([NH:40][C:2](=[O:3])[O:4][C:5]3[CH:10]=[CH:9][CH:8]=[CH:7][CH:6]=3)=[CH:41][CH:42]=2)[N:19]=1, predict the reactants needed to synthesize it. The reactants are: Cl[C:2]([O:4][C:5]1[CH:10]=[CH:9][CH:8]=[CH:7][CH:6]=1)=[O:3].[CH3:11][C@H:12]1[CH2:17][O:16][CH2:15][CH2:14][N:13]1[C:18]1[CH:23]=[C:22]([C:24]([S:27]([C:30]2[CH:35]=[CH:34][CH:33]=[CH:32][N:31]=2)(=[O:29])=[O:28])([CH3:26])[CH3:25])[N:21]=[C:20]([C:36]2[CH:42]=[CH:41][C:39]([NH2:40])=[CH:38][CH:37]=2)[N:19]=1.C(=O)([O-])O.[Na+]. (3) The reactants are: C[CH:2]1[CH2:9][C@H:8]2[C@H:4]([CH2:5][NH:6][C@@H:7]2[CH2:10][NH:11][C:12]([C:14]2[N:21]3[C:17]([S:18][CH:19]=[CH:20]3)=[N:16][C:15]=2[CH3:22])=[O:13])[CH2:3]1.[NH2:23][C:24]1[S:25][C:26]([C:32]2[CH:37]=[CH:36][CH:35]=[CH:34][CH:33]=2)=[C:27]([C:29]([OH:31])=O)[N:28]=1. Given the product [NH2:23][C:24]1[S:25][C:26]([C:32]2[CH:37]=[CH:36][CH:35]=[CH:34][CH:33]=2)=[C:27]([C:29]([N:6]2[CH2:5][C@H:4]3[C@H:8]([CH2:9][CH2:2][CH2:3]3)[C@H:7]2[CH2:10][NH:11][C:12]([C:14]2[N:21]3[C:17]([S:18][CH:19]=[CH:20]3)=[N:16][C:15]=2[CH3:22])=[O:13])=[O:31])[N:28]=1, predict the reactants needed to synthesize it. (4) Given the product [F:29][C:17]1([F:16])[C:25]2[C:20](=[CH:21][CH:22]=[C:23]([N+:26]([O-:28])=[O:27])[CH:24]=2)[N:19]([C:9]([O:11][C:12]([CH3:13])([CH3:14])[CH3:15])=[O:10])[CH2:18]1, predict the reactants needed to synthesize it. The reactants are: [C:9](O[C:9]([O:11][C:12]([CH3:15])([CH3:14])[CH3:13])=[O:10])([O:11][C:12]([CH3:15])([CH3:14])[CH3:13])=[O:10].[F:16][C:17]1([F:29])[C:25]2[C:20](=[CH:21][CH:22]=[C:23]([N+:26]([O-:28])=[O:27])[CH:24]=2)[NH:19][CH2:18]1. (5) Given the product [CH3:30][C@H:29]1[CH2:28][CH2:27][CH2:26][C@@H:25]([CH3:31])[N:24]1[CH2:23][CH2:22][NH:21][C:20]([C:18]1[CH:17]=[CH:16][C:15]([F:33])=[C:14]([NH:13][C:11]([C:8]2[N:5]3[CH:6]=[CH:7][C:2]([C:37]4[CH:38]=[CH:39][C:40]([C:41]([OH:43])=[O:42])=[C:35]([F:34])[CH:36]=4)=[CH:3][C:4]3=[N:10][CH:9]=2)=[O:12])[CH:19]=1)=[O:32], predict the reactants needed to synthesize it. The reactants are: Br[C:2]1[CH:7]=[CH:6][N:5]2[C:8]([C:11]([NH:13][C:14]3[CH:19]=[C:18]([C:20](=[O:32])[NH:21][CH2:22][CH2:23][N:24]4[C@H:29]([CH3:30])[CH2:28][CH2:27][CH2:26][C@@H:25]4[CH3:31])[CH:17]=[CH:16][C:15]=3[F:33])=[O:12])=[CH:9][N:10]=[C:4]2[CH:3]=1.[F:34][C:35]1[CH:36]=[C:37](B(O)O)[CH:38]=[CH:39][C:40]=1[C:41]([O:43]C)=[O:42]. (6) Given the product [O:28]=[C:29]1[CH2:33][CH2:32][CH2:31][N:30]1[C:34]([O:21][C:15]1[CH:16]=[C:17]([F:20])[CH:18]=[CH:19][C:14]=1/[CH:13]=[C:9]1\[C:10](=[O:12])[N:11]=[C:7]([N:1]2[CH2:6][CH2:5][CH2:4][CH2:3][NH:2]2)[S:8]\1)=[O:35], predict the reactants needed to synthesize it. The reactants are: [N:1]1([C:7]2[S:8]/[C:9](=[CH:13]\[C:14]3[CH:19]=[CH:18][C:17]([F:20])=[CH:16][C:15]=3[OH:21])/[C:10](=[O:12])[N:11]=2)[CH2:6][CH2:5][CH2:4][CH2:3][NH:2]1.C(=O)([O-])[O-].[K+].[K+].[O:28]=[C:29]1[CH2:33][CH2:32][CH2:31][N:30]1[C:34](Cl)=[O:35]. (7) Given the product [CH:22]1([CH:25]([C:32]2[CH:37]=[CH:36][N:35]=[C:34]([CH2:38][O:21][C:13]3[CH:12]=[CH:11][C:10]([C:3]4[CH:4]=[C:5]([O:8][CH3:9])[CH:6]=[CH:7][C:2]=4[F:1])=[C:15]([CH2:16][C:17]([CH3:18])([CH3:20])[CH3:19])[N:14]=3)[CH:33]=2)[CH2:26][C:27]([O:29][CH2:30][CH3:31])=[O:28])[CH2:24][CH2:23]1, predict the reactants needed to synthesize it. The reactants are: [F:1][C:2]1[CH:7]=[CH:6][C:5]([O:8][CH3:9])=[CH:4][C:3]=1[C:10]1[CH:11]=[CH:12][C:13]([OH:21])=[N:14][C:15]=1[CH2:16][C:17]([CH3:20])([CH3:19])[CH3:18].[CH:22]1([CH:25]([C:32]2[CH:37]=[CH:36][N:35]=[C:34]([CH2:38]O)[CH:33]=2)[CH2:26][C:27]([O:29][CH2:30][CH3:31])=[O:28])[CH2:24][CH2:23]1.N(C(N1CCCCC1)=O)=NC(N1CCCCC1)=O.C(P(CCCC)CCCC)CCC. (8) Given the product [CH2:1]([NH:3][C:4]([NH:6][C:7]1[CH:12]=[CH:11][C:10]([C:13]2[N:14]=[C:15]([N:24]3[CH2:29][CH2:28][O:27][CH2:26][C@@H:25]3[CH3:30])[C:16]3[CH2:17][CH2:18][N:19]([CH2:35][CH2:31][CH2:32][CH2:33][OH:34])[CH2:20][CH2:21][C:22]=3[N:23]=2)=[CH:9][CH:8]=1)=[O:5])[CH3:2], predict the reactants needed to synthesize it. The reactants are: [CH2:1]([NH:3][C:4]([NH:6][C:7]1[CH:12]=[CH:11][C:10]([C:13]2[N:14]=[C:15]([N:24]3[CH2:29][CH2:28][O:27][CH2:26][CH:25]3[CH3:30])[C:16]3[CH2:17][CH2:18][NH:19][CH2:20][CH2:21][C:22]=3[N:23]=2)=[CH:9][CH:8]=1)=[O:5])[CH3:2].[CH2:31]1[CH2:35][O:34][CH2:33][CH2:32]1.